This data is from NCI-60 drug combinations with 297,098 pairs across 59 cell lines. The task is: Regression. Given two drug SMILES strings and cell line genomic features, predict the synergy score measuring deviation from expected non-interaction effect. (1) Drug 1: CC1=CC2C(CCC3(C2CCC3(C(=O)C)OC(=O)C)C)C4(C1=CC(=O)CC4)C. Drug 2: C1=NC2=C(N=C(N=C2N1C3C(C(C(O3)CO)O)O)F)N. Cell line: CCRF-CEM. Synergy scores: CSS=34.9, Synergy_ZIP=-2.97, Synergy_Bliss=-7.26, Synergy_Loewe=-38.4, Synergy_HSA=-7.04. (2) Drug 1: CC12CCC3C(C1CCC2=O)CC(=C)C4=CC(=O)C=CC34C. Drug 2: CC1=C2C(C(=O)C3(C(CC4C(C3C(C(C2(C)C)(CC1OC(=O)C(C(C5=CC=CC=C5)NC(=O)OC(C)(C)C)O)O)OC(=O)C6=CC=CC=C6)(CO4)OC(=O)C)O)C)O. Cell line: HL-60(TB). Synergy scores: CSS=67.5, Synergy_ZIP=-3.22, Synergy_Bliss=-1.28, Synergy_Loewe=-19.4, Synergy_HSA=-1.72. (3) Drug 1: CC1=CC2C(CCC3(C2CCC3(C(=O)C)OC(=O)C)C)C4(C1=CC(=O)CC4)C. Drug 2: CC1=C(N=C(N=C1N)C(CC(=O)N)NCC(C(=O)N)N)C(=O)NC(C(C2=CN=CN2)OC3C(C(C(C(O3)CO)O)O)OC4C(C(C(C(O4)CO)O)OC(=O)N)O)C(=O)NC(C)C(C(C)C(=O)NC(C(C)O)C(=O)NCCC5=NC(=CS5)C6=NC(=CS6)C(=O)NCCC[S+](C)C)O. Cell line: EKVX. Synergy scores: CSS=3.93, Synergy_ZIP=-2.67, Synergy_Bliss=-0.234, Synergy_Loewe=-0.312, Synergy_HSA=-0.267. (4) Drug 1: CC(CN1CC(=O)NC(=O)C1)N2CC(=O)NC(=O)C2. Drug 2: CN(C)N=NC1=C(NC=N1)C(=O)N. Cell line: MCF7. Synergy scores: CSS=18.0, Synergy_ZIP=-6.06, Synergy_Bliss=0.00760, Synergy_Loewe=-8.62, Synergy_HSA=-0.178. (5) Drug 1: CN(C)N=NC1=C(NC=N1)C(=O)N. Drug 2: C1=C(C(=O)NC(=O)N1)F. Cell line: NCIH23. Synergy scores: CSS=41.0, Synergy_ZIP=-3.58, Synergy_Bliss=-6.60, Synergy_Loewe=-12.7, Synergy_HSA=-5.57. (6) Drug 1: CC1CCC2CC(C(=CC=CC=CC(CC(C(=O)C(C(C(=CC(C(=O)CC(OC(=O)C3CCCCN3C(=O)C(=O)C1(O2)O)C(C)CC4CCC(C(C4)OC)O)C)C)O)OC)C)C)C)OC. Drug 2: CC1CCCC2(C(O2)CC(NC(=O)CC(C(C(=O)C(C1O)C)(C)C)O)C(=CC3=CSC(=N3)C)C)C. Cell line: SN12C. Synergy scores: CSS=43.1, Synergy_ZIP=-2.78, Synergy_Bliss=-3.08, Synergy_Loewe=-9.25, Synergy_HSA=-1.58. (7) Drug 1: CN(C(=O)NC(C=O)C(C(C(CO)O)O)O)N=O. Drug 2: CC1C(C(CC(O1)OC2CC(CC3=C2C(=C4C(=C3O)C(=O)C5=C(C4=O)C(=CC=C5)OC)O)(C(=O)CO)O)N)O.Cl. Cell line: MOLT-4. Synergy scores: CSS=46.5, Synergy_ZIP=-0.395, Synergy_Bliss=-2.44, Synergy_Loewe=-7.54, Synergy_HSA=-0.744.